This data is from Full USPTO retrosynthesis dataset with 1.9M reactions from patents (1976-2016). The task is: Predict the reactants needed to synthesize the given product. The reactants are: [CH2:1]([N:3]1[C:14]2[C:15]3[C:7](=[CH:8][N:9]([CH2:19][CH3:20])[C:10]=3[CH:11]=[C:12]([C:16](O)=[O:17])[CH:13]=2)[CH:6]=[CH:5][S:4]1(=[O:22])=[O:21])[CH3:2].S(C1C=CC(C)=CC=1)(O)(=O)=O.S(C1C=CC(C)=CC=1)(O)(=O)=O.[NH2:45][C@@H:46]([CH2:57][C:58]1[CH:63]=[CH:62][CH:61]=[CH:60][CH:59]=1)[C@H:47]([OH:56])[CH2:48][NH:49][CH:50]1[CH2:55][CH2:54][O:53][CH2:52][CH2:51]1.Cl.CN(C)CCCN=C=NCC.O.ON1C2C=CC=CC=2N=N1.C(N(CC)CC)C. Given the product [CH2:1]([N:3]1[C:14]2[C:15]3[C:7](=[CH:8][N:9]([CH2:19][CH3:20])[C:10]=3[CH:11]=[C:12]([C:16]([NH:45][C@@H:46]([CH2:57][C:58]3[CH:63]=[CH:62][CH:61]=[CH:60][CH:59]=3)[C@H:47]([OH:56])[CH2:48][NH:49][CH:50]3[CH2:51][CH2:52][O:53][CH2:54][CH2:55]3)=[O:17])[CH:13]=2)[CH:6]=[CH:5][S:4]1(=[O:21])=[O:22])[CH3:2], predict the reactants needed to synthesize it.